This data is from Peptide-MHC class I binding affinity with 185,985 pairs from IEDB/IMGT. The task is: Regression. Given a peptide amino acid sequence and an MHC pseudo amino acid sequence, predict their binding affinity value. This is MHC class I binding data. (1) The MHC is HLA-B08:01 with pseudo-sequence HLA-B08:01. The peptide sequence is MVDESMMMS. The binding affinity (normalized) is 0.0847. (2) The peptide sequence is RLSSNSRIL. The MHC is HLA-A02:01 with pseudo-sequence HLA-A02:01. The binding affinity (normalized) is 0.149. (3) The binding affinity (normalized) is 0.547. The MHC is HLA-A68:02 with pseudo-sequence HLA-A68:02. The peptide sequence is FTVHADTGCA. (4) The peptide sequence is TPKKPNSAL. The binding affinity (normalized) is 0.0847. The MHC is HLA-B08:01 with pseudo-sequence HLA-B08:01. (5) The peptide sequence is EFFDGGLTF. The binding affinity (normalized) is 0.0847. The MHC is HLA-A69:01 with pseudo-sequence HLA-A69:01. (6) The MHC is HLA-A30:01 with pseudo-sequence HLA-A30:01. The peptide sequence is FYPEKSTVI. The binding affinity (normalized) is 0.0847. (7) The peptide sequence is RVVDLYIGR. The MHC is HLA-A26:03 with pseudo-sequence HLA-A26:03. The binding affinity (normalized) is 0.279. (8) The peptide sequence is ATVANVFLY. The MHC is HLA-A02:03 with pseudo-sequence HLA-A02:03. The binding affinity (normalized) is 0.136. (9) The peptide sequence is SLVITYCLVT. The MHC is HLA-A02:03 with pseudo-sequence HLA-A02:03. The binding affinity (normalized) is 0.414.